From a dataset of Reaction yield outcomes from USPTO patents with 853,638 reactions. Predict the reaction yield, written as a fraction of the theoretical maximum amount of product (1.0 means a 100% yield; for example, 0.34 means a 34% yield). (1) The reactants are [CH2:1]([N:3]([CH2:8][CH3:9])[CH2:4][CH2:5][C:6]#[N:7])[CH3:2].[NH2:10][OH:11]. The catalyst is CCO. The product is [CH2:1]([N:3]([CH2:8][CH3:9])[CH2:4][CH2:5][C:6](=[N:10][OH:11])[NH2:7])[CH3:2]. The yield is 0.926. (2) The product is [Br:6][C:7]1[N:8]=[CH:9][C:10]([C:15]([OH:16])([CH3:17])[CH3:14])=[CH:11][CH:12]=1. The catalyst is C(OCC)C. The reactants are C([Li])CCC.[Br:6][C:7]1[CH:12]=[CH:11][C:10](Br)=[CH:9][N:8]=1.[CH3:14][C:15]([CH3:17])=[O:16].[Cl-].[NH4+]. The yield is 0.660. (3) The reactants are [Br:1][C:2]1[C:10]2[NH:9][N:8]=[CH:7][C:6]=2[C:5]2[CH2:11][N:12]([CH2:21][CH2:22][O:23][CH3:24])[C:13](=[O:20])[C@H:14]([CH2:16][C:17](O)=[O:18])[CH2:15][C:4]=2[CH:3]=1.Cl.[NH:26]1[CH2:31][CH2:30][CH:29]([C:32]2[C:33](=[O:42])[NH:34][C:35]3[C:40]([CH:41]=2)=[CH:39][CH:38]=[CH:37][CH:36]=3)[CH2:28][CH2:27]1.ClC1C2NN=CC=2C2CN(CC(C)(C)C)C(=O)[C@@H](CC(=O)N3CCC(N4CC5C(=CC=CC=5)NC4=O)CC3)CC=2C=1. No catalyst specified. The product is [Br:1][C:2]1[C:10]2[NH:9][N:8]=[CH:7][C:6]=2[C:5]2[CH2:11][N:12]([CH2:21][CH2:22][O:23][CH3:24])[C:13](=[O:20])[C@H:14]([CH2:16][C:17](=[O:18])[N:26]3[CH2:27][CH2:28][CH:29]([C:32]4[C:33](=[O:42])[NH:34][C:35]5[C:40]([CH:41]=4)=[CH:39][CH:38]=[CH:37][CH:36]=5)[CH2:30][CH2:31]3)[CH2:15][C:4]=2[CH:3]=1. The yield is 0.350. (4) The reactants are [O:1]=[C:2]1[C:11]2[C:6](=[CH:7][CH:8]=[CH:9][CH:10]=2)[N:5]=[CH:4][NH:3]1.Br[CH2:13][CH2:14][O:15][C:16]1[CH:23]=[CH:22][C:19]([CH:20]=[O:21])=[CH:18][CH:17]=1.C([O-])([O-])=O.[K+].[K+]. No catalyst specified. The product is [O:1]=[C:2]1[C:11]2[C:6](=[CH:7][CH:8]=[CH:9][CH:10]=2)[N:5]=[CH:4][N:3]1[CH2:13][CH2:14][O:15][C:16]1[CH:23]=[CH:22][C:19]([CH:20]=[O:21])=[CH:18][CH:17]=1. The yield is 0.730.